From a dataset of Forward reaction prediction with 1.9M reactions from USPTO patents (1976-2016). Predict the product of the given reaction. (1) Given the reactants [Br:1][C:2]1[CH:14]=[CH:13][C:12]2[C:11]3[C:6](=[CH:7][CH:8]=[CH:9][CH:10]=3)[CH:5]([CH:15]3C4C(C(Cl)=O)=CC=CC=4C4[C:16]3=[CH:17][CH:18]=[CH:19][CH:20]=4)[C:4]=2[CH:3]=1.[Cl-].[Cl-].[Cl-].[Al+3].S(Cl)(Cl)=O.[C:39](#[N:46])[C:40]1[CH:45]=[CH:44][CH:43]=[CH:42][CH:41]=1.[Cl-].[NH4+:48], predict the reaction product. The product is: [Br:1][C:2]1[CH:14]=[CH:13][C:12]2[C:20]3[C:15](=[CH:16][CH:17]=[CH:18][CH:19]=3)[CH:5]([CH:6]3[C:11]4[CH:10]=[C:4]([C:5]5[N:46]=[C:39]([C:40]6[CH:45]=[CH:44][CH:43]=[CH:42][CH:41]=6)[N:46]=[C:39]([C:40]6[CH:45]=[CH:44][CH:43]=[CH:42][CH:41]=6)[N:48]=5)[CH:3]=[CH:2][C:14]=4[C:13]4[C:7]3=[CH:8][CH:9]=[CH:11][CH:12]=4)[C:4]=2[CH:3]=1. (2) Given the reactants [Cl:1][C:2]1[C:11]2[C:6](=[CH:7][C:8]([C:12]([F:15])([F:14])[F:13])=[CH:9][CH:10]=2)[N:5]=[C:4]([C:16](Cl)=[O:17])[N:3]=1.C(O)C.[CH2:22]([NH2:25])[CH2:23][CH3:24], predict the reaction product. The product is: [Cl:1][C:2]1[C:11]2[C:6](=[CH:7][C:8]([C:12]([F:15])([F:14])[F:13])=[CH:9][CH:10]=2)[N:5]=[C:4]([C:16]([NH:25][CH2:22][CH2:23][CH3:24])=[O:17])[N:3]=1. (3) Given the reactants [CH2:1]([O:3][P:4]([CH2:9][CH2:10][N:11]([CH:19]1[CH2:24][CH2:23][N:22](CC2C=CC=CC=2)[CH2:21][CH2:20]1)[C:12]([O:14][C:15]([CH3:18])([CH3:17])[CH3:16])=[O:13])(=[O:8])[O:5][CH2:6][CH3:7])[CH3:2], predict the reaction product. The product is: [CH2:1]([O:3][P:4]([CH2:9][CH2:10][N:11]([C:12]([O:14][C:15]([CH3:17])([CH3:16])[CH3:18])=[O:13])[CH:19]1[CH2:20][CH2:21][NH:22][CH2:23][CH2:24]1)(=[O:8])[O:5][CH2:6][CH3:7])[CH3:2]. (4) Given the reactants [Cl:1][C:2]1[CH:7]=[CH:6][C:5]([N+:8]([O-:10])=[O:9])=[CH:4][C:3]=1[CH2:11][C:12]#[N:13].[OH-].[Na+].I[CH3:17], predict the reaction product. The product is: [Cl:1][C:2]1[CH:7]=[CH:6][C:5]([N+:8]([O-:10])=[O:9])=[CH:4][C:3]=1[CH:11]([CH3:17])[C:12]#[N:13]. (5) Given the reactants Cl[C:2]1[C:3]([C:22]2[CH:27]=[CH:26][C:25]([C:28]#[N:29])=[CH:24][CH:23]=2)=[N:4][C:5]([NH:8][CH2:9][C@H:10]2[CH2:14][CH2:13][N:12]([C:15]([O:17][C:18]([CH3:21])([CH3:20])[CH3:19])=[O:16])[CH2:11]2)=[N:6][CH:7]=1.[CH3:30][C:31]1[CH:36]=[CH:35][C:34](B(O)O)=[CH:33][CH:32]=1.C([O-])([O-])=O.[Na+].[Na+], predict the reaction product. The product is: [C:28]([C:25]1[CH:24]=[CH:23][C:22]([C:3]2[C:2]([C:34]3[CH:35]=[CH:36][C:31]([CH3:30])=[CH:32][CH:33]=3)=[CH:7][N:6]=[C:5]([NH:8][CH2:9][C@H:10]3[CH2:14][CH2:13][N:12]([C:15]([O:17][C:18]([CH3:19])([CH3:20])[CH3:21])=[O:16])[CH2:11]3)[N:4]=2)=[CH:27][CH:26]=1)#[N:29]. (6) Given the reactants [CH3:1][C:2]1[N:7]=[CH:6][C:5]([C:8]2([C:14]#N)[CH2:13][CH2:12][O:11][CH2:10][CH2:9]2)=[CH:4][N:3]=1.[OH-:16].[Na+].C[OH:19].O, predict the reaction product. The product is: [CH3:1][C:2]1[N:7]=[CH:6][C:5]([C:8]2([C:14]([OH:19])=[O:16])[CH2:13][CH2:12][O:11][CH2:10][CH2:9]2)=[CH:4][N:3]=1.